From a dataset of Reaction yield outcomes from USPTO patents with 853,638 reactions. Predict the reaction yield, written as a fraction of the theoretical maximum amount of product (1.0 means a 100% yield; for example, 0.34 means a 34% yield). (1) The reactants are [NH2:1][C:2]1[CH:7]=[CH:6][C:5]([S:8]([NH:11][C:12]2[CH:13]=[CH:14][C:15]3[CH2:19][O:18][B:17]([OH:20])[C:16]=3[CH:21]=2)(=[O:10])=[O:9])=[CH:4][CH:3]=1.N1C=CC=CC=1.[CH3:28][S:29](Cl)(=[O:31])=[O:30]. The catalyst is C(Cl)Cl. The product is [OH:20][B:17]1[C:16]2[CH:21]=[C:12]([NH:11][S:8]([C:5]3[CH:6]=[CH:7][C:2]([NH:1][S:29]([CH3:28])(=[O:31])=[O:30])=[CH:3][CH:4]=3)(=[O:9])=[O:10])[CH:13]=[CH:14][C:15]=2[CH2:19][O:18]1. The yield is 0.320. (2) The reactants are [F:1][C:2]([F:15])([F:14])[C:3]1[CH:13]=[CH:12][C:6](/[CH:7]=[CH:8]/[C:9]([OH:11])=O)=[CH:5][CH:4]=1.ClC(N(C)C)=C(C)C.CCN(C(C)C)C(C)C.[CH3:33][O:34][C:35](=[O:57])[C@@H:36]([NH:44][CH2:45][C:46]1[CH:51]=[CH:50][C:49]([CH2:52][CH2:53][CH2:54][CH2:55][CH3:56])=[CH:48][CH:47]=1)[CH2:37][C:38]1[CH:43]=[CH:42][CH:41]=[CH:40][CH:39]=1. The catalyst is C(Cl)Cl.O. The product is [CH3:33][O:34][C:35](=[O:57])[C@@H:36]([N:44]([CH2:45][C:46]1[CH:51]=[CH:50][C:49]([CH2:52][CH2:53][CH2:54][CH2:55][CH3:56])=[CH:48][CH:47]=1)[C:9](=[O:11])[CH:8]=[CH:7][C:6]1[CH:5]=[CH:4][C:3]([C:2]([F:1])([F:15])[F:14])=[CH:13][CH:12]=1)[CH2:37][C:38]1[CH:43]=[CH:42][CH:41]=[CH:40][CH:39]=1. The yield is 0.590. (3) The product is [CH3:91][N:47]([CH3:46])[CH2:48][CH2:49][CH2:50][C:51]([O:53][CH:54]([CH:72]([OH:90])[CH2:73][CH2:74][CH2:75][CH2:76][CH2:77][CH2:78][CH2:79]/[CH:80]=[CH:81]\[CH2:82]/[CH:83]=[CH:84]\[CH2:85][CH2:86][CH2:87][CH2:88][CH3:89])[CH2:55][CH2:56][CH2:57][CH2:58][CH2:59][CH2:60][CH2:61]/[CH:62]=[CH:63]\[CH2:64]/[CH:65]=[CH:66]\[CH2:67][CH2:68][CH2:69][CH2:70][CH3:71])=[O:52]. No catalyst specified. The reactants are CN(C)CCC(OC(C(O)CCCCCCC/C=C\C/C=C\CCCCC)CCCCCCC/C=C\C/C=C\CCCCC)=O.[CH3:46][N:47]([CH3:91])[CH2:48][CH2:49][CH2:50][C:51]([O:53][CH:54]([CH:72]([OH:90])[CH2:73][CH2:74][CH2:75][CH2:76][CH2:77][CH2:78][CH2:79][CH:80]=[CH:81][CH2:82][CH:83]=[CH:84][CH2:85][CH2:86][CH2:87][CH2:88][CH3:89])[CH2:55][CH2:56][CH2:57][CH2:58][CH2:59][CH2:60][CH2:61][CH:62]=[CH:63][CH2:64][CH:65]=[CH:66][CH2:67][CH2:68][CH2:69][CH2:70][CH3:71])=[O:52]. The yield is 0.310. (4) The reactants are [Cl:1][C:2]1[CH:3]=[C:4]([NH:9][C:10]2[C:19]3[C:14](=[CH:15][C:16]([O:21][CH3:22])=[C:17]([OH:20])[CH:18]=3)[N:13]=[CH:12][N:11]=2)[CH:5]=[CH:6][C:7]=1[F:8].C([O-])([O-])=O.[K+].[K+].Cl[CH2:30][CH2:31][CH2:32][N:33]1[CH2:38][C@H:37]2[C@:35]([N:39]([CH3:41])[CH3:40])([CH2:36]2)[CH2:34]1. The catalyst is CN(C=O)C. The product is [Cl:1][C:2]1[CH:3]=[C:4]([NH:9][C:10]2[C:19]3[C:14](=[CH:15][C:16]([O:21][CH3:22])=[C:17]([O:20][CH2:30][CH2:31][CH2:32][N:33]4[CH2:38][C@H:37]5[C@:35]([N:39]([CH3:41])[CH3:40])([CH2:36]5)[CH2:34]4)[CH:18]=3)[N:13]=[CH:12][N:11]=2)[CH:5]=[CH:6][C:7]=1[F:8]. The yield is 0.677. (5) The reactants are [Cl:1][C:2]1[CH:7]=[CH:6][C:5]([C:8]2[C:12]([CH2:13]O)=[C:11]([CH3:15])[O:10][N:9]=2)=[CH:4][CH:3]=1.S(Cl)([Cl:18])=O. No catalyst specified. The product is [Cl:18][CH2:13][C:12]1[C:8]([C:5]2[CH:6]=[CH:7][C:2]([Cl:1])=[CH:3][CH:4]=2)=[N:9][O:10][C:11]=1[CH3:15]. The yield is 0.910. (6) The reactants are [CH:1]1([N:6]2[C:10]3[CH:11]=[CH:12][C:13]([NH2:15])=[CH:14][C:9]=3[N:8]=[CH:7]2)[CH2:5][CH2:4][CH2:3][CH2:2]1.[Br:16]Br.N.CO.C(Cl)Cl. The catalyst is CC(O)=O. The product is [CH:1]1([N:6]2[C:10]3[CH:11]=[CH:12][C:13]([NH2:15])=[C:14]([Br:16])[C:9]=3[N:8]=[CH:7]2)[CH2:2][CH2:3][CH2:4][CH2:5]1. The yield is 0.350. (7) The reactants are [CH:1]1([O:7][CH:8]([C:17]2[CH:22]=[CH:21][C:20]([Cl:23])=[C:19]([Cl:24])[CH:18]=2)[C:9]([NH:11]C2SC=CN=2)=[O:10])[CH2:6][CH2:5][CH2:4][CH:3]=[CH:2]1.C(Cl)(=O)C(Cl)=O.C[Si](C)(C)N[Si](C)(C)C. The catalyst is ClCCl.CN(C)C=O. The product is [CH:1]1([O:7][CH:8]([C:17]2[CH:22]=[CH:21][C:20]([Cl:23])=[C:19]([Cl:24])[CH:18]=2)[C:9]([NH2:11])=[O:10])[CH2:6][CH2:5][CH2:4][CH:3]=[CH:2]1. The yield is 0.760.